Task: Predict the reaction yield, written as a fraction of the theoretical maximum amount of product (1.0 means a 100% yield; for example, 0.34 means a 34% yield).. Dataset: Reaction yield outcomes from USPTO patents with 853,638 reactions (1) The reactants are [C:1]([N:8]1[CH2:13][CH2:12][CH2:11][CH:10]([CH:14]=O)[CH2:9]1)([O:3][C:4]([CH3:7])([CH3:6])[CH3:5])=[O:2].[NH2:16][C:17]1[CH:22]=[CH:21][CH:20]=[CH:19][CH:18]=1.[BH3-]C#N.[Na+]. The catalyst is CO.COC(OC)OC. The product is [C:1]([N:8]1[CH2:13][CH2:12][CH2:11][CH:10]([CH2:14][NH:16][C:17]2[CH:22]=[CH:21][CH:20]=[CH:19][CH:18]=2)[CH2:9]1)([O:3][C:4]([CH3:7])([CH3:6])[CH3:5])=[O:2]. The yield is 0.790. (2) The reactants are Cl[C:2]1[CH:7]=[CH:6][N:5]=[C:4]2[NH:8][CH:9]=[CH:10][C:3]=12.[F:11][C:12]1[CH:17]=[C:16]([N+:18]([O-:20])=[O:19])[CH:15]=[CH:14][C:13]=1[OH:21].C(N(CC)C(C)C)(C)C. The catalyst is C(OCC)(=O)C. The product is [F:11][C:12]1[CH:17]=[C:16]([N+:18]([O-:20])=[O:19])[CH:15]=[CH:14][C:13]=1[O:21][C:2]1[CH:7]=[CH:6][N:5]=[C:4]2[NH:8][CH:9]=[CH:10][C:3]=12. The yield is 0.430. (3) The reactants are [F:1][C:2]1[CH:7]=[C:6]([F:8])[CH:5]=[CH:4][C:3]=1[NH:9][C:10]([NH:12][C:13]1[CH:18]=[CH:17][C:16]([OH:19])=[CH:15][C:14]=1[F:20])=[O:11].Cl[C:22]1[C:31]2[C:26](=[CH:27][C:28]([O:34][CH2:35][C:36]3[CH:41]=[CH:40][CH:39]=[CH:38][CH:37]=3)=[C:29]([C:32]#[N:33])[CH:30]=2)[N:25]=[CH:24][CH:23]=1. No catalyst specified. The product is [C:32]([C:29]1[CH:30]=[C:31]2[C:26](=[CH:27][C:28]=1[O:34][CH2:35][C:36]1[CH:41]=[CH:40][CH:39]=[CH:38][CH:37]=1)[N:25]=[CH:24][CH:23]=[C:22]2[O:19][C:16]1[CH:17]=[CH:18][C:13]([NH:12][C:10]([NH:9][C:3]2[CH:4]=[CH:5][C:6]([F:8])=[CH:7][C:2]=2[F:1])=[O:11])=[C:14]([F:20])[CH:15]=1)#[N:33]. The yield is 0.161. (4) The reactants are [Br:1][C:2]1[CH:3]=[C:4]2[N:10]([CH2:11][CH:12]3[CH2:17][CH2:16][C:15]([F:19])([F:18])[CH2:14][CH2:13]3)[CH:9]=[C:8](I)[C:5]2=[N:6][CH:7]=1.CC1(C)C(C)(C)OB([C:29]2[CH:30]=[N:31][N:32]([CH2:34][C:35]([F:38])([F:37])[F:36])[CH:33]=2)O1.C(=O)([O-])[O-].[K+].[K+]. The catalyst is O1CCOCC1.C1C=CC([P]([Pd]([P](C2C=CC=CC=2)(C2C=CC=CC=2)C2C=CC=CC=2)([P](C2C=CC=CC=2)(C2C=CC=CC=2)C2C=CC=CC=2)[P](C2C=CC=CC=2)(C2C=CC=CC=2)C2C=CC=CC=2)(C2C=CC=CC=2)C2C=CC=CC=2)=CC=1. The product is [Br:1][C:2]1[CH:3]=[C:4]2[N:10]([CH2:11][CH:12]3[CH2:17][CH2:16][C:15]([F:19])([F:18])[CH2:14][CH2:13]3)[CH:9]=[C:8]([C:29]3[CH:30]=[N:31][N:32]([CH2:34][C:35]([F:38])([F:37])[F:36])[CH:33]=3)[C:5]2=[N:6][CH:7]=1. The yield is 0.374. (5) The product is [CH2:1]([O:3][C:4]([C:6]1[CH:7]=[N:8][C:9]2[C:14]([C:15]=1[NH:23][CH2:20][CH2:21][CH3:22])=[CH:13][CH:12]=[CH:11][C:10]=2[NH2:17])=[O:5])[CH3:2]. The reactants are [CH2:1]([O:3][C:4]([C:6]1[CH:7]=[N:8][C:9]2[C:14]([C:15]=1Cl)=[CH:13][CH:12]=[CH:11][C:10]=2[N+:17]([O-])=O)=[O:5])[CH3:2].[CH2:20]([NH2:23])[CH2:21][CH3:22]. The yield is 0.870. No catalyst specified.